Dataset: Catalyst prediction with 721,799 reactions and 888 catalyst types from USPTO. Task: Predict which catalyst facilitates the given reaction. (1) Reactant: Cl.[CH2:2]([O:9][C:10]1[CH:15]=[CH:14][N:13]([C:16]2[CH:24]=[C:23]3[C:19]([C:20]4[CH2:29][CH2:28][NH:27][CH2:26][C:21]=4[N:22]3[CH3:25])=[CH:18][CH:17]=2)[C:12](=[O:30])[CH:11]=1)[C:3]1[CH:8]=[CH:7][CH:6]=[CH:5][CH:4]=1.[CH:31](=O)[CH3:32].[BH-](OC(C)=O)(OC(C)=O)OC(C)=O.[Na+]. Product: [CH2:2]([O:9][C:10]1[CH:15]=[CH:14][N:13]([C:16]2[CH:24]=[C:23]3[C:19]([C:20]4[CH2:29][CH2:28][N:27]([CH2:31][CH3:32])[CH2:26][C:21]=4[N:22]3[CH3:25])=[CH:18][CH:17]=2)[C:12](=[O:30])[CH:11]=1)[C:3]1[CH:4]=[CH:5][CH:6]=[CH:7][CH:8]=1. The catalyst class is: 411. (2) Product: [CH3:1][C:2]1[CH:11]=[CH:10][C:9]2[C:4](=[CH:5][CH:6]=[CH:7][C:8]=2[N:12]2[CH2:13][CH2:14][N:15]([CH2:18][CH2:19][C:20]3[CH:21]=[C:22]([N:26]4[CH2:27][C@H:28]5[CH2:32][CH2:31][CH2:30][N:29]5[C:33]4=[O:35])[CH:23]=[CH:24][CH:25]=3)[CH2:16][CH2:17]2)[N:3]=1. The catalyst class is: 275. Reactant: [CH3:1][C:2]1[CH:11]=[CH:10][C:9]2[C:4](=[CH:5][CH:6]=[CH:7][C:8]=2[N:12]2[CH2:17][CH2:16][N:15]([CH2:18][CH2:19][C:20]3[CH:21]=[C:22]([NH:26][CH2:27][CH:28]4[CH2:32][CH2:31][CH2:30][N:29]4[C:33]([O:35]C(C)(C)C)=O)[CH:23]=[CH:24][CH:25]=3)[CH2:14][CH2:13]2)[N:3]=1.Cl.ClC(Cl)(OC(=O)OC(Cl)(Cl)Cl)Cl.C(NC(C)C)(C)C. (3) Reactant: C(=O)([O-])[O-].[K+].[K+].[NH:7]1[CH2:12][CH2:11][O:10][CH2:9][CH2:8]1.F[C:14]1[CH:21]=[CH:20][C:19]([CH3:22])=[CH:18][C:15]=1[C:16]#[N:17].O. Product: [CH3:22][C:19]1[CH:20]=[CH:21][C:14]([N:7]2[CH2:12][CH2:11][O:10][CH2:9][CH2:8]2)=[C:15]([CH:18]=1)[C:16]#[N:17]. The catalyst class is: 9. (4) Reactant: [F:1][C:2]1[CH:7]=[C:6]([F:8])[CH:5]=[CH:4][C:3]=1[C:9](=O)[CH3:10].[CH3:12][C:13]([S@:16]([NH2:18])=[O:17])([CH3:15])[CH3:14]. Product: [F:1][C:2]1[CH:7]=[C:6]([F:8])[CH:5]=[CH:4][C:3]=1/[C:9](=[N:18]/[S@@:16]([C:13]([CH3:15])([CH3:14])[CH3:12])=[O:17])/[CH3:10]. The catalyst class is: 220.